From a dataset of HIV replication inhibition screening data with 41,000+ compounds from the AIDS Antiviral Screen. Binary Classification. Given a drug SMILES string, predict its activity (active/inactive) in a high-throughput screening assay against a specified biological target. (1) The drug is Cn1c(SSc2ccc(-c3cccnc3)n2C)ccc1-c1cccnc1. The result is 0 (inactive). (2) The compound is CN1C=COC1N=C1CCCCC1. The result is 0 (inactive). (3) The compound is CC(C)(C)[Si](C)(C)OCC1OC(n2ccc(=O)[nH]c2=O)C(O[Si](C)(C)C(C)(C)C)C1(O)C(Cl)C(N)=O. The result is 0 (inactive). (4) The drug is COc1ccc(N2C(=O)C3c4[nH]c5ccccc5c4C4CC(C)CC(C)C4C3C2=O)cc1. The result is 0 (inactive). (5) The molecule is C=C1CC(OC)(C(O)C(=O)NC(OC)C2CC(O)C(C)(C)C(CC(COC)OC)O2)OC(C)C1C. The result is 0 (inactive).